Dataset: Forward reaction prediction with 1.9M reactions from USPTO patents (1976-2016). Task: Predict the product of the given reaction. (1) Given the reactants [OH:1][CH2:2][CH2:3][O:4][C:5]1[CH:6]=[CH:7][C:8]([C:21]2[NH:30][C:29](=[O:31])[C:28]3[C:23](=[CH:24][C:25]([O:34][CH3:35])=[CH:26][C:27]=3[O:32][CH3:33])[N:22]=2)=[N:9][C:10]=1[C:11]1[CH:16]=[CH:15][CH:14]=[C:13]([S:17]([CH3:20])(=[O:19])=[O:18])[CH:12]=1.[CH3:36][S:37]([OH:40])(=[O:39])=[O:38], predict the reaction product. The product is: [CH3:36][S:37]([OH:40])(=[O:39])=[O:38].[OH:1][CH2:2][CH2:3][O:4][C:5]1[CH:6]=[CH:7][C:8]([C:21]2[NH:30][C:29](=[O:31])[C:28]3[C:23](=[CH:24][C:25]([O:34][CH3:35])=[CH:26][C:27]=3[O:32][CH3:33])[N:22]=2)=[N:9][C:10]=1[C:11]1[CH:16]=[CH:15][CH:14]=[C:13]([S:17]([CH3:20])(=[O:19])=[O:18])[CH:12]=1. (2) Given the reactants [Cl:1][C:2]1[CH:7]=[CH:6][C:5]([C:8]2[N:12]([CH2:13][C@H:14]([OH:19])[C:15]([F:18])([F:17])[F:16])[C:11](=[O:20])[N:10]([CH2:21][C:22]([NH:24][C@@:25]([C:37]#[N:38])([C:27]3[CH:32]=[CH:31][CH:30]=[C:29]([C:33]([F:36])([F:35])[F:34])[CH:28]=3)[CH3:26])=[O:23])[N:9]=2)=[CH:4][CH:3]=1.C([Sn](=O)CCCC)CCC.C[Si]([N:53]=[N+:54]=[N-:55])(C)C.CO, predict the reaction product. The product is: [Cl:1][C:2]1[CH:7]=[CH:6][C:5]([C:8]2[N:12]([CH2:13][C@H:14]([OH:19])[C:15]([F:16])([F:17])[F:18])[C:11](=[O:20])[N:10]([CH2:21][C:22]([NH:24][C@@:25]([C:37]3[NH:55][N:54]=[N:53][N:38]=3)([C:27]3[CH:32]=[CH:31][CH:30]=[C:29]([C:33]([F:34])([F:35])[F:36])[CH:28]=3)[CH3:26])=[O:23])[N:9]=2)=[CH:4][CH:3]=1. (3) The product is: [OH:35][C:28]1[C:29]2[NH:30][C:31](=[O:34])[S:32][C:33]=2[C:25]([C@@H:23]([OH:24])[CH2:22][NH:21][CH2:18][C@H:14]2[CH2:15][CH2:16][CH2:17][N:12]([CH2:11][CH2:10][O:9][CH2:1][CH2:2][C:3]3[CH:4]=[CH:5][CH:6]=[CH:7][CH:8]=3)[CH2:13]2)=[CH:26][CH:27]=1. Given the reactants [CH2:1]([O:9][CH2:10][CH2:11][N:12]1[CH2:17][CH2:16][CH2:15][C@@H:14]([CH:18]=O)[CH2:13]1)[CH2:2][C:3]1[CH:8]=[CH:7][CH:6]=[CH:5][CH:4]=1.Cl.[NH2:21][CH2:22][C@@H:23]([C:25]1[C:33]2[S:32][C:31](=[O:34])[NH:30][C:29]=2[C:28]([OH:35])=[CH:27][CH:26]=1)[OH:24], predict the reaction product. (4) Given the reactants [Br:1][C:2]1[S:3][C:4]([CH:7]=[O:8])=[CH:5][N:6]=1.[CH3:9][Mg+].[Br-], predict the reaction product. The product is: [Br:1][C:2]1[S:3][C:4]([CH:7]([OH:8])[CH3:9])=[CH:5][N:6]=1. (5) Given the reactants [CH3:1][O:2][C:3]1[CH:12]=[CH:11][C:6]2[N:7]=[C:8]([NH2:10])[S:9][C:5]=2[CH:4]=1.Br[CH2:14][C:15]([C:17]1[CH:22]=[CH:21][C:20]([N:23]([CH3:25])[CH3:24])=[CH:19][CH:18]=1)=O, predict the reaction product. The product is: [CH3:1][O:2][C:3]1[CH:12]=[CH:11][C:6]2[N:7]3[CH:14]=[C:15]([C:17]4[CH:22]=[CH:21][C:20]([N:23]([CH3:25])[CH3:24])=[CH:19][CH:18]=4)[N:10]=[C:8]3[S:9][C:5]=2[CH:4]=1. (6) Given the reactants Br[C:2]1[C:3]([NH2:9])=[N:4][CH:5]=[C:6]([Br:8])[N:7]=1.[C:10](=[O:13])([O-])[O-].[Cs+].[Cs+], predict the reaction product. The product is: [Br:8][C:6]1[N:7]=[C:2]([N:4]2[CH2:5][CH2:10][O:13][CH2:2][CH2:3]2)[C:3]([NH2:9])=[N:4][CH:5]=1. (7) Given the reactants [NH2:1][C:2]1[CH:3]=[C:4]([CH:16]=[CH:17][CH:18]=1)[O:5][C:6]1[CH:11]=[CH:10][N:9]=[C:8]2[NH:12][C:13](=[O:15])[NH:14][C:7]=12.[F:19][C:20]([F:33])([F:32])[O:21][C:22]1[CH:23]=[C:24]([CH:28]=[C:29]([Cl:31])[CH:30]=1)[C:25](Cl)=[O:26], predict the reaction product. The product is: [O:15]=[C:13]1[NH:12][C:8]2=[N:9][CH:10]=[CH:11][C:6]([O:5][C:4]3[CH:3]=[C:2]([NH:1][C:25](=[O:26])[C:24]4[CH:28]=[C:29]([Cl:31])[CH:30]=[C:22]([O:21][C:20]([F:33])([F:19])[F:32])[CH:23]=4)[CH:18]=[CH:17][CH:16]=3)=[C:7]2[NH:14]1. (8) Given the reactants [ClH:1].CN(CC1CC(O)CCC1(C1C=CC=C(OC)C=1)O)C.FC1C=CC(CBr)=CC=1.[F:31][C:32]1[CH:66]=[CH:65][C:35]([CH2:36][O:37][C:38]2([C:57]3[CH:62]=[CH:61][CH:60]=[C:59]([O:63][CH3:64])[CH:58]=3)[CH2:43][CH2:42][CH:41]([O:44][CH2:45][C:46]3[CH:51]=[CH:50][C:49]([F:52])=[CH:48][CH:47]=3)[CH2:40][CH:39]2[CH2:53][N:54]([CH3:56])[CH3:55])=[CH:34][CH:33]=1, predict the reaction product. The product is: [ClH:1].[F:31][C:32]1[CH:33]=[CH:34][C:35]([CH2:36][O:37][C:38]2([C:57]3[CH:62]=[CH:61][CH:60]=[C:59]([O:63][CH3:64])[CH:58]=3)[CH2:43][CH2:42][CH:41]([O:44][CH2:45][C:46]3[CH:51]=[CH:50][C:49]([F:52])=[CH:48][CH:47]=3)[CH2:40][CH:39]2[CH2:53][N:54]([CH3:55])[CH3:56])=[CH:65][CH:66]=1. (9) Given the reactants [F:1][C:2]1[CH:12]=[CH:11][C:5]2[CH2:6][CH:7]([CH2:9][OH:10])[O:8][C:4]=2[C:3]=1[C:13]1[CH:18]=[CH:17][CH:16]=[CH:15][C:14]=1[CH3:19].[C:20]1([CH3:30])[CH:25]=[CH:24][C:23]([S:26](Cl)(=[O:28])=[O:27])=[CH:22][CH:21]=1.CC1C=CC(S(OCC2CC3C(C(F)(F)F)=CC=C(Cl)C=3O2)(=O)=O)=CC=1, predict the reaction product. The product is: [CH3:30][C:20]1[CH:25]=[CH:24][C:23]([S:26]([O:10][CH2:9][CH:7]2[CH2:6][C:5]3[CH:11]=[CH:12][C:2]([F:1])=[C:3]([C:13]4[CH:18]=[CH:17][CH:16]=[CH:15][C:14]=4[CH3:19])[C:4]=3[O:8]2)(=[O:28])=[O:27])=[CH:22][CH:21]=1.